This data is from Forward reaction prediction with 1.9M reactions from USPTO patents (1976-2016). The task is: Predict the product of the given reaction. (1) Given the reactants [CH2:1]([C:8]1[CH:9]=[N:10][NH:11][C:12]=1[NH2:13])[C:2]1[CH:7]=[CH:6][CH:5]=[CH:4][CH:3]=1.[O:14]1[C:18]2[CH:19]=[CH:20][C:21]([C:23](=O)[CH2:24][C:25](OCC)=[O:26])=[CH:22][C:17]=2[O:16][CH2:15]1, predict the reaction product. The product is: [O:14]1[C:18]2[CH:19]=[CH:20][C:21]([C:23]3[NH:13][C:12]4[N:11]([N:10]=[CH:9][C:8]=4[CH2:1][C:2]4[CH:3]=[CH:4][CH:5]=[CH:6][CH:7]=4)[C:25](=[O:26])[CH:24]=3)=[CH:22][C:17]=2[O:16][CH2:15]1. (2) Given the reactants [CH3:1][O:2][CH:3]([O:17][CH3:18])[C:4]1[CH:9]=[C:8]([C:10]([F:13])([F:12])[F:11])[CH:7]=[C:6]([N+:14]([O-])=O)[CH:5]=1, predict the reaction product. The product is: [CH3:18][O:17][CH:3]([O:2][CH3:1])[C:4]1[CH:5]=[C:6]([CH:7]=[C:8]([C:10]([F:11])([F:12])[F:13])[CH:9]=1)[NH2:14]. (3) Given the reactants I[C:2]1[CH:7]=[CH:6][C:5]([Br:8])=[CH:4][N:3]=1.[C:9](B1OC(C)(C)C(C)(C)O1)([CH3:11])=[CH2:10].P([O-])([O-])([O-])=O.[K+].[K+].[K+], predict the reaction product. The product is: [Br:8][C:5]1[CH:6]=[CH:7][C:2]([C:9]([CH3:11])=[CH2:10])=[N:3][CH:4]=1. (4) The product is: [CH:45]1[C:46]2[N:28]([C:21]3[CH:20]=[C:15]([C:16]([OH:18])([C:41]4[CH:46]=[CH:45][CH:44]=[CH:43][CH:42]=4)[C:41]4[CH:46]=[CH:45][CH:44]=[CH:43][CH:42]=4)[C:14]([N:12]4[C:11]5[CH:34]=[CH:29][CH:30]=[CH:31][C:6]=5[C:5]5[C:13]4=[CH:1][CH:2]=[CH:3][CH:4]=5)=[CH:23][C:22]=3[C:24]([C:13]3[CH:1]=[CH:2][CH:3]=[CH:4][CH:5]=3)([C:14]3[CH:23]=[CH:22][CH:21]=[CH:20][CH:15]=3)[OH:26])[C:29]3[C:30](=[CH:31][CH:32]=[CH:33][CH:34]=3)[C:41]=2[CH:42]=[CH:43][CH:44]=1. Given the reactants [CH:1]1[C:13]2[N:12]([C:14]3[CH:23]=[C:22]([C:24]([O:26]C)=O)[C:21]([N:28]4C5C=CC=CC=5[C:34]5[C:29]4=[CH:30][CH:31]=[CH:32][CH:33]=5)=[CH:20][C:15]=3[C:16]([O:18]C)=O)[C:11]3[C:6](=CC=CC=3)[C:5]=2[CH:4]=[CH:3][CH:2]=1.[C:41]1([Li])[CH:46]=[CH:45][CH:44]=[CH:43][CH:42]=1, predict the reaction product. (5) Given the reactants [CH3:1][O:2][C:3]1[C:8]2[NH:9][C:10]([C:12]3[S:13][CH:14]=[CH:15][CH:16]=3)=[N:11][C:7]=2[C:6]([C:17]([OH:19])=O)=[CH:5][CH:4]=1.[NH2:20][CH2:21][CH2:22][NH:23][S:24]([C:27]1[CH:32]=[CH:31][N:30]=[CH:29][CH:28]=1)(=[O:26])=[O:25], predict the reaction product. The product is: [CH3:1][O:2][C:3]1[C:8]2[NH:9][C:10]([C:12]3[S:13][CH:14]=[CH:15][CH:16]=3)=[N:11][C:7]=2[C:6]([C:17]([NH:20][CH2:21][CH2:22][NH:23][S:24]([C:27]2[CH:28]=[CH:29][N:30]=[CH:31][CH:32]=2)(=[O:26])=[O:25])=[O:19])=[CH:5][CH:4]=1. (6) Given the reactants [F:1][C@H:2]1[C@H:6]([OH:7])[CH2:5][N:4]([C:8]([O:10]C(C)(C)C)=O)[CH2:3]1.F[C:16]1[CH:23]=[CH:22][C:21]([C:24]2[N:29]=[C:28]([NH:30][C:31]3[CH:36]=[CH:35][C:34]([N:37]4[CH2:42][CH2:41][N:40]([CH:43]5[CH2:46][O:45][CH2:44]5)[CH2:39][CH2:38]4)=[CH:33][CH:32]=3)[N:27]=[CH:26][N:25]=2)=[CH:20][C:17]=1[C:18]#[N:19].C(O)(=O)[CH2:48][OH:49], predict the reaction product. The product is: [F:1][C@@H:2]1[CH2:3][N:4]([C:8](=[O:10])[CH2:48][OH:49])[CH2:5][C@H:6]1[O:7][C:16]1[CH:23]=[CH:22][C:21]([C:24]2[N:29]=[C:28]([NH:30][C:31]3[CH:36]=[CH:35][C:34]([N:37]4[CH2:42][CH2:41][N:40]([CH:43]5[CH2:46][O:45][CH2:44]5)[CH2:39][CH2:38]4)=[CH:33][CH:32]=3)[N:27]=[CH:26][N:25]=2)=[CH:20][C:17]=1[C:18]#[N:19]. (7) Given the reactants [F:1][C:2]1[CH:7]=[CH:6][C:5]([CH2:8][C:9]2[CH:18]=[C:17]3[C:12]([C:13]([OH:29])=[C:14]([C:24](OCC)=[O:25])[C:15](=[O:23])[N:16]3[CH2:19][CH2:20][CH2:21][OH:22])=[N:11][CH:10]=2)=[CH:4][CH:3]=1.[NH2:30][CH2:31][C@H:32]([OH:34])[CH3:33], predict the reaction product. The product is: [F:1][C:2]1[CH:3]=[CH:4][C:5]([CH2:8][C:9]2[CH:18]=[C:17]3[C:12]([C:13]([OH:29])=[C:14]([C:24]([NH:30][CH2:31][C@H:32]([OH:34])[CH3:33])=[O:25])[C:15](=[O:23])[N:16]3[CH2:19][CH2:20][CH2:21][OH:22])=[N:11][CH:10]=2)=[CH:6][CH:7]=1.